Dataset: Reaction yield outcomes from USPTO patents with 853,638 reactions. Task: Predict the reaction yield, written as a fraction of the theoretical maximum amount of product (1.0 means a 100% yield; for example, 0.34 means a 34% yield). (1) The yield is 0.700. The product is [C:5]([C:9]1[NH:10][C:11]2[C:16]([CH:17]=1)=[CH:15][C:14]([N+:18]([O-:20])=[O:19])=[CH:13][C:12]=2[C:21]([O:23][CH3:24])=[O:22])([CH3:8])([CH3:6])[CH3:7]. The reactants are O=S(Cl)Cl.[C:5]([C:9]1[NH:10][C:11]2[C:16]([CH:17]=1)=[CH:15][C:14]([N+:18]([O-:20])=[O:19])=[CH:13][C:12]=2[C:21]([OH:23])=[O:22])([CH3:8])([CH3:7])[CH3:6].[CH3:24]O. No catalyst specified. (2) The reactants are [C:1]([C:4]1[CH:5]=[C:6]2[C:10](=[CH:11][CH:12]=1)[NH:9][C:8](=[O:13])[CH2:7]2)(=O)[CH3:2].FC(F)(F)C(O)=O.C([SiH](CC)CC)C. No catalyst specified. The product is [CH2:1]([C:4]1[CH:5]=[C:6]2[C:10](=[CH:11][CH:12]=1)[NH:9][C:8](=[O:13])[CH2:7]2)[CH3:2]. The yield is 0.710.